From a dataset of Rat liver microsome stability data. Regression/Classification. Given a drug SMILES string, predict its absorption, distribution, metabolism, or excretion properties. Task type varies by dataset: regression for continuous measurements (e.g., permeability, clearance, half-life) or binary classification for categorical outcomes (e.g., BBB penetration, CYP inhibition). Dataset: rlm. (1) The drug is C#CC1(O)CCC2C3CCC4=C/C(=N/OCC(=O)NCC(=O)NC(C(=O)O)C(C)C)CC[C@]4(C)C3CC[C@@]21C. The result is 0 (unstable in rat liver microsomes). (2) The drug is Cn1c(=O)cc(Nc2ccc(I)cc2F)c2c(=O)n(C[C@@H](O)CCO)cnc21. The result is 0 (unstable in rat liver microsomes). (3) The drug is C=C(C)[C@@H]1CC[C@]2(NCCN3CCS(=O)(=O)CC3)CC[C@]3(C)[C@H](CC[C@@H]4[C@@]5(C)CC=C(c6ccc(C(=O)O)c(F)c6)C(C)(C)[C@@H]5CC[C@]43C)[C@@H]12. The result is 0 (unstable in rat liver microsomes). (4) The molecule is CCN(c1cc(C#CCN2CCOCC2)cc(C(=O)NCc2c(C)cc(C)nc2O)c1C)C1CCC(N(C)CCOC)CC1. The result is 0 (unstable in rat liver microsomes). (5) The drug is COc1ccc2c(OC[C@@H]3C[C@H]4C(=O)N(C)CCCCC=C[C@H]5C[C@]5(C(=O)NS(=O)(=O)C5(C)CC5)NC(=O)N34)cc(-c3nc(C(C)C)cs3)nc2c1C. The result is 1 (stable in rat liver microsomes).